Dataset: Forward reaction prediction with 1.9M reactions from USPTO patents (1976-2016). Task: Predict the product of the given reaction. (1) Given the reactants Cl[C:2]1[N:7]=[C:6]([C:8]2[S:12][C:11]([CH:13]([CH3:15])[CH3:14])=[N:10][C:9]=2[C:16]2[CH:17]=[C:18]([NH:22][S:23]([C:26]3[CH:31]=[CH:30][CH:29]=[CH:28][CH:27]=3)(=[O:25])=[O:24])[CH:19]=[CH:20][CH:21]=2)[CH:5]=[CH:4][N:3]=1.[N:32]1([C:38]2[N:43]=[CH:42][C:41]([NH2:44])=[CH:40][CH:39]=2)[CH2:37][CH2:36][O:35][CH2:34][CH2:33]1, predict the reaction product. The product is: [CH3:14][CH:13]([C:11]1[S:12][C:8]([C:6]2[CH:5]=[CH:4][N:3]=[C:2]([NH:44][C:41]3[CH:42]=[N:43][C:38]([N:32]4[CH2:33][CH2:34][O:35][CH2:36][CH2:37]4)=[CH:39][CH:40]=3)[N:7]=2)=[C:9]([C:16]2[CH:17]=[C:18]([NH:22][S:23]([C:26]3[CH:31]=[CH:30][CH:29]=[CH:28][CH:27]=3)(=[O:25])=[O:24])[CH:19]=[CH:20][CH:21]=2)[N:10]=1)[CH3:15]. (2) Given the reactants Cl.[C:2]([C:6]1[CH:11]=[CH:10][C:9]([NH:12][C:13]2[C:22]3[C:17](=[CH:18][C:19]([C:23]([F:26])([F:25])[F:24])=[CH:20][CH:21]=3)[N:16]=[C:15]([CH2:27]Cl)[N:14]=2)=[CH:8][CH:7]=1)([CH3:5])([CH3:4])[CH3:3].[CH3:29][C@H:30]1[O:35][C@@H:34]([CH3:36])[CH2:33][NH:32][CH2:31]1, predict the reaction product. The product is: [C:2]([C:6]1[CH:11]=[CH:10][C:9]([NH:12][C:13]2[C:22]3[C:17](=[CH:18][C:19]([C:23]([F:26])([F:25])[F:24])=[CH:20][CH:21]=3)[N:16]=[C:15]([CH2:27][N:32]3[CH2:31][C@H:30]([CH3:29])[O:35][C@H:34]([CH3:36])[CH2:33]3)[N:14]=2)=[CH:8][CH:7]=1)([CH3:5])([CH3:4])[CH3:3]. (3) Given the reactants [NH2:1][C:2]1[N:7]=[CH:6][N:5]=[C:4]2[N:8]([CH2:26][C@H:27]3[CH2:31][CH2:30][CH2:29][N:28]3C(OC(C)(C)C)=O)[N:9]=[C:10]([C:11]3[CH:16]=[CH:15][C:14]([O:17][C:18]4[CH:23]=[CH:22][CH:21]=[C:20]([F:24])[C:19]=4[F:25])=[CH:13][CH:12]=3)[C:3]=12.[F:39][C:40]([F:45])([F:44])[C:41]([OH:43])=[O:42], predict the reaction product. The product is: [F:39][C:40]([F:45])([F:44])[C:41]([OH:43])=[O:42].[F:39][C:40]([F:45])([F:44])[C:41]([OH:43])=[O:42].[F:25][C:19]1[C:20]([F:24])=[CH:21][CH:22]=[CH:23][C:18]=1[O:17][C:14]1[CH:13]=[CH:12][C:11]([C:10]2[C:3]3[C:4](=[N:5][CH:6]=[N:7][C:2]=3[NH2:1])[N:8]([CH2:26][C@H:27]3[CH2:31][CH2:30][CH2:29][NH:28]3)[N:9]=2)=[CH:16][CH:15]=1. (4) Given the reactants C[O:2][C:3]([C:5]1[S:9][C:8]([N:10]2[C:14]3[CH:15]=[C:16]([O:21][CH3:22])[C:17]([O:19][CH3:20])=[CH:18][C:13]=3[N:12]=[CH:11]2)=[N:7][C:6]=1Br)=[O:4].[Cl:24][C:25]1[CH:26]=[C:27](B(O)O)[CH:28]=[CH:29][C:30]=1[Cl:31], predict the reaction product. The product is: [Cl:24][C:25]1[CH:26]=[C:27]([C:6]2[N:7]=[C:8]([N:10]3[C:14]4[CH:15]=[C:16]([O:21][CH3:22])[C:17]([O:19][CH3:20])=[CH:18][C:13]=4[N:12]=[CH:11]3)[S:9][C:5]=2[C:3]([OH:2])=[O:4])[CH:28]=[CH:29][C:30]=1[Cl:31]. (5) Given the reactants Cl[C:2]1[C:7]([C:8]([O:10][CH2:11][CH3:12])=[O:9])=[CH:6][N:5]=[C:4]([Cl:13])[C:3]=1[CH3:14].[CH2:15]([NH2:22])[C:16]1[CH:21]=[CH:20][CH:19]=[CH:18][CH:17]=1, predict the reaction product. The product is: [CH2:15]([NH:22][C:2]1[C:7]([C:8]([O:10][CH2:11][CH3:12])=[O:9])=[CH:6][N:5]=[C:4]([Cl:13])[C:3]=1[CH3:14])[C:16]1[CH:21]=[CH:20][CH:19]=[CH:18][CH:17]=1. (6) Given the reactants [NH2:1][C:2]1[CH:7]=[CH:6][C:5]([Cl:8])=[CH:4][N:3]=1.C(N(CC)CC)C.Cl[C:17](=[O:23])[C:18]([O:20][CH2:21]C)=[O:19].C(=O)([O-])O.[Na+], predict the reaction product. The product is: [CH3:21][O:20][C:18](=[O:19])[C:17]([NH:1][C:2]1[CH:7]=[CH:6][C:5]([Cl:8])=[CH:4][N:3]=1)=[O:23]. (7) Given the reactants [O:1]=[CH:2][C@@H:3]([C@H:5]([C@@H:7]([C@@H:9]([CH2:11][OH:12])[OH:10])[OH:8])[OH:6])[OH:4].C(O)[C@H]1OC(O)[C@H](O)[C@@H](O)[C@@H]1O.[OH2:25].OCC([C@H]([C@@H]([C@@H](CO)O)O)O)=O.OC1O[C@H](CO)[C@@H](O[C@@H]2O[C@H](CO)[C@H](O)[C@H](O)[C@H]2O)[C@H](O)[C@H]1O.C(O)[C@H]1O[C@H](O[C@@H]([C@H](O)[C@@H](O)CO)[C@H](O)CO)[C@H](O)[C@@H](O)[C@@H]1O.C(O)[C@@H]([C@H]([C@@H](CO)O)O)O.OC[C@@H]([C@H]([C@@H]([C@@H](CO)O)O)O)O.C(O)[C@H]([C@H]([C@@H]([C@@H](CO)O)O)O)O.C(O)[C@@H]([C@@H](CO)O)O, predict the reaction product. The product is: [O:1]=[CH:2][C@@H:3]([C@H:5]([C@@H:7]([C@@H:9]([CH2:11][OH:12])[OH:10])[OH:8])[OH:6])[OH:4].[OH2:25]. (8) The product is: [C:29]([O:33][C:34]([N:36]1[CH2:41][CH2:40][N:39]2[C:42]([C:48]3[CH:53]=[CH:52][CH:51]=[CH:50][CH:49]=3)=[C:43]([C:46]#[N:47])[C:44]([C:28]([OH:27])=[O:55])=[C:38]2[CH2:37]1)=[O:35])([CH3:32])([CH3:31])[CH3:30]. Given the reactants C1(P(C2C=CC=CC=2)C2C=CC=CC=2)C=CC=CC=1.CC1C=CC([O:27][CH3:28])=CC=1.[C:29]([O:33][C:34]([N:36]1[CH2:41][CH2:40][N:39]2[C:42]([C:48]3[CH:53]=[CH:52][CH:51]=[CH:50][CH:49]=3)=[C:43]([C:46]#[N:47])[C:44](I)=[C:38]2[CH2:37]1)=[O:35])([CH3:32])([CH3:31])[CH3:30].[C]=[O:55].[OH-].[Na+], predict the reaction product.